Predict the reaction yield, written as a fraction of the theoretical maximum amount of product (1.0 means a 100% yield; for example, 0.34 means a 34% yield). From a dataset of Reaction yield outcomes from USPTO patents with 853,638 reactions. The reactants are Cl[C:2]1[N:6]([CH2:7][C:8]([O:10][CH3:11])=[O:9])[C:5]2[CH:12]=[CH:13][CH:14]=[CH:15][C:4]=2[N:3]=1.NC(N)=[S:18]. The catalyst is C(O)C. The product is [SH:18][C:2]1[N:6]([CH2:7][C:8]([O:10][CH3:11])=[O:9])[C:5]2[CH:12]=[CH:13][CH:14]=[CH:15][C:4]=2[N:3]=1. The yield is 0.960.